Dataset: Forward reaction prediction with 1.9M reactions from USPTO patents (1976-2016). Task: Predict the product of the given reaction. (1) Given the reactants [Cl:1][C:2]1[CH:7]=[CH:6][C:5]([C:8]2[CH:13]=[CH:12][C:11]([C:14]#[C:15][C:16]([OH:18])=O)=[CH:10][CH:9]=2)=[CH:4][CH:3]=1.CN1CCOCC1.ClC(OCC(C)C)=O.[CH3:34][N:35]1[CH2:40][CH2:39][N:38]([CH2:41][C:42]2[CH:47]=[CH:46][C:45]([NH2:48])=[CH:44][CH:43]=2)[CH2:37][CH2:36]1, predict the reaction product. The product is: [CH3:34][N:35]1[CH2:40][CH2:39][N:38]([CH2:41][C:42]2[CH:47]=[CH:46][C:45]([NH:48][C:16](=[O:18])[C:15]#[C:14][C:11]3[CH:10]=[CH:9][C:8]([C:5]4[CH:4]=[CH:3][C:2]([Cl:1])=[CH:7][CH:6]=4)=[CH:13][CH:12]=3)=[CH:44][CH:43]=2)[CH2:37][CH2:36]1. (2) The product is: [CH3:4][C:5]1[CH:6]=[N:7][C:8]([CH2:14][S+:15]([O-:27])[C:16]2[N-:17][C:18]3[CH:19]=[CH:20][C:21]([O:25][CH3:26])=[CH:22][C:23]=3[N:24]=2)=[C:9]([CH3:13])[C:10]=1[O:11][CH3:12].[Na+:2]. Given the reactants [OH-].[Na+:2].O.[CH3:4][C:5]1[CH:6]=[N:7][C:8]([CH2:14][S+:15]([O-:27])[C:16]2[NH:17][C:18]3[CH:19]=[CH:20][C:21]([O:25][CH3:26])=[CH:22][C:23]=3[N:24]=2)=[C:9]([CH3:13])[C:10]=1[O:11][CH3:12], predict the reaction product. (3) Given the reactants [CH3:1][O:2][C:3]1[CH:8]=[C:7](F)[C:6]([Cl:10])=[CH:5][C:4]=1[N+:11]([O-:13])=[O:12].C([O-])([O-])=O.[K+].[K+].[N:20]1([CH:26]2[CH2:31][CH2:30][NH:29][CH2:28][CH2:27]2)[CH2:25][CH2:24][CH2:23][CH2:22][CH2:21]1.O, predict the reaction product. The product is: [Cl:10][C:6]1[CH:5]=[C:4]([N+:11]([O-:13])=[O:12])[C:3]([O:2][CH3:1])=[CH:8][C:7]=1[N:29]1[CH2:30][CH2:31][CH:26]([N:20]2[CH2:25][CH2:24][CH2:23][CH2:22][CH2:21]2)[CH2:27][CH2:28]1. (4) Given the reactants [CH3:1][O:2][C:3](=[O:23])[CH2:4][CH2:5][C:6]1[CH:11]=[CH:10][C:9]([OH:12])=[CH:8][C:7]=1[CH2:13][CH2:14][NH:15][C:16]([O:18][C:19](C)([CH3:21])[CH3:20])=[O:17].C(O)(C(F)(F)F)=O, predict the reaction product. The product is: [CH3:1][O:2][C:3](=[O:23])[CH2:4][CH2:5][C:6]1[CH:11]=[CH:10][C:9]([OH:12])=[CH:8][C:7]=1[CH2:13][CH2:14][NH:15][C:16]([O:18][CH:19]([CH3:20])[CH3:21])=[O:17]. (5) Given the reactants Br[C:2]1[CH:14]=[CH:13][C:12]2[C:11]3[C:6](=[CH:7][CH:8]=[CH:9][CH:10]=3)[C:5]([CH2:23][CH2:24][CH2:25][CH2:26][CH2:27][CH2:28][CH2:29][CH3:30])([CH2:15][CH2:16][CH2:17][CH2:18][CH2:19][CH2:20][CH2:21][CH3:22])[C:4]=2[CH:3]=1.[CH3:31][Si:32]([C:35]#[CH:36])([CH3:34])[CH3:33].CCCCCC, predict the reaction product. The product is: [CH2:23]([C:5]1([CH2:15][CH2:16][CH2:17][CH2:18][CH2:19][CH2:20][CH2:21][CH3:22])[C:4]2[CH:3]=[C:2]([C:36]#[C:35][Si:32]([CH3:34])([CH3:33])[CH3:31])[CH:14]=[CH:13][C:12]=2[C:11]2[C:6]1=[CH:7][CH:8]=[CH:9][CH:10]=2)[CH2:24][CH2:25][CH2:26][CH2:27][CH2:28][CH2:29][CH3:30]. (6) Given the reactants [CH:1]([N:4]1[C:24]2[CH:23]=[CH:22][C:9]3([CH2:14][CH2:13][N:12]([C:15]([O:17][C:18]([CH3:21])([CH3:20])[CH3:19])=[O:16])[CH2:11][CH2:10]3)[CH2:8][C:7]=2[CH:6]=[N:5]1)([CH3:3])[CH3:2].BrN1C(=[O:31])CCC1=O, predict the reaction product. The product is: [CH:1]([N:4]1[C:24]2[C:23](=[O:31])[CH2:22][C:9]3([CH2:10][CH2:11][N:12]([C:15]([O:17][C:18]([CH3:19])([CH3:21])[CH3:20])=[O:16])[CH2:13][CH2:14]3)[CH2:8][C:7]=2[CH:6]=[N:5]1)([CH3:3])[CH3:2]. (7) Given the reactants [Cl:1][C:2]1[N:10]=[CH:9][C:8]([Cl:11])=[CH:7][C:3]=1[C:4]([OH:6])=[O:5].S(Cl)(Cl)=O.[CH3:16]O, predict the reaction product. The product is: [Cl:1][C:2]1[N:10]=[CH:9][C:8]([Cl:11])=[CH:7][C:3]=1[C:4]([O:6][CH3:16])=[O:5].